From a dataset of Full USPTO retrosynthesis dataset with 1.9M reactions from patents (1976-2016). Predict the reactants needed to synthesize the given product. (1) Given the product [C:45]([O:44][C:42]([N:39]1[CH2:38][CH2:37][C:36]([C:33]2[S:34][CH:35]=[C:31]([C:15]3[C:6]([O:5][CH:1]4[CH2:2][CH2:3][CH2:4]4)=[C:7]4[C:12](=[CH:13][CH:14]=3)[N:11]([C:25]([O:27][CH3:28])=[O:26])[C@@H:10]([CH3:29])[CH2:9][CH2:8]4)[N:32]=2)([OH:49])[CH2:41][CH2:40]1)=[O:43])([CH3:48])([CH3:46])[CH3:47], predict the reactants needed to synthesize it. The reactants are: [CH:1]1([O:5][C:6]2[C:15](B3OC(C)(C)C(C)(C)O3)=[CH:14][CH:13]=[C:12]3[C:7]=2[CH2:8][CH2:9][C@H:10]([CH3:29])[N:11]3[C:25]([O:27][CH3:28])=[O:26])[CH2:4][CH2:3][CH2:2]1.Br[C:31]1[N:32]=[C:33]([C:36]2([OH:49])[CH2:41][CH2:40][N:39]([C:42]([O:44][C:45]([CH3:48])([CH3:47])[CH3:46])=[O:43])[CH2:38][CH2:37]2)[S:34][CH:35]=1.C(=O)([O-])[O-].[Cs+].[Cs+]. (2) Given the product [Si:21]([O:20][CH2:19][CH:16]([CH2:15][OH:14])[O:17][CH3:18])([C:24]([CH3:27])([CH3:26])[CH3:25])([CH3:23])[CH3:22], predict the reactants needed to synthesize it. The reactants are: OCC(CO)O.C([O:14][CH2:15][CH:16]([CH2:19][O:20][Si:21]([C:24]([CH3:27])([CH3:26])[CH3:25])([CH3:23])[CH3:22])[O:17][CH3:18])C1C=CC=CC=1. (3) Given the product [CH3:34][C:35]([CH3:49])=[CH:36][CH2:37][CH2:38]/[C:39](/[CH3:48])=[CH:40]/[CH2:41][CH2:42]/[C:43](/[CH3:47])=[CH:44]/[CH:45]=[O:46].[CH3:50][C:51]([CH3:65])=[CH:52][CH2:53][CH2:54]/[C:55](/[CH3:64])=[CH:56]/[CH2:57][CH2:58]/[C:59](/[CH3:63])=[CH:60]\[CH:61]=[O:62], predict the reactants needed to synthesize it. The reactants are: OC(CC/C=C(/CCC=C(C)C)\C)(C=C)C.BrC1C=C(Br)C(O)=C2C=1C=CC=N2.CS(C)=O.[CH3:34][C:35]([CH3:49])=[CH:36][CH2:37][CH2:38]/[C:39](/[CH3:48])=[CH:40]/[CH2:41][CH2:42]/[C:43](/[CH3:47])=[CH:44]/[CH:45]=[O:46].[CH3:50][C:51]([CH3:65])=[CH:52][CH2:53][CH2:54]/[C:55](/[CH3:64])=[CH:56]/[CH2:57][CH2:58]/[C:59](/[CH3:63])=[CH:60]\[CH:61]=[O:62]. (4) Given the product [OH:13][C:10]1[CH:11]=[CH:12][C:7]([N:1]2[CH2:6][CH2:5][CH2:4][CH2:3][CH2:2]2)=[CH:8][CH:9]=1, predict the reactants needed to synthesize it. The reactants are: [NH:1]1[CH2:6][CH2:5][CH2:4][CH2:3][CH2:2]1.[C:7]1(=O)[CH2:12][CH2:11][C:10](=[O:13])[CH2:9][CH2:8]1.